This data is from Full USPTO retrosynthesis dataset with 1.9M reactions from patents (1976-2016). The task is: Predict the reactants needed to synthesize the given product. Given the product [F:10][C:11]1[CH:28]=[CH:27][C:14]([CH2:15][C:16]2[C:25]3[C:20](=[CH:21][CH:22]=[CH:23][CH:24]=3)[C:19](=[O:26])[NH:18][N:17]=2)=[CH:13][C:12]=1[C:29]([N:31]1[CH2:32][CH2:33][CH:34]([O:1][C:2]2[CH:9]=[CH:8][C:5]([C:6]#[N:7])=[CH:4][CH:3]=2)[CH2:35][CH2:36]1)=[O:30], predict the reactants needed to synthesize it. The reactants are: [OH:1][C:2]1[CH:9]=[CH:8][C:5]([C:6]#[N:7])=[CH:4][CH:3]=1.[F:10][C:11]1[CH:28]=[CH:27][C:14]([CH2:15][C:16]2[C:25]3[C:20](=[CH:21][CH:22]=[CH:23][CH:24]=3)[C:19](=[O:26])[NH:18][N:17]=2)=[CH:13][C:12]=1[C:29]([N:31]1[CH2:36][CH2:35][CH:34](O)[CH2:33][CH2:32]1)=[O:30].C1(P(C2C=CC=CC=2)C2C=CC=CC=2)C=CC=CC=1.N(C(OC(C)(C)C)=O)=NC(OC(C)(C)C)=O.